From a dataset of Forward reaction prediction with 1.9M reactions from USPTO patents (1976-2016). Predict the product of the given reaction. The product is: [CH3:1][CH2:2][O:3][C:4]([C:6]1[CH:11]([C:12]2[C:17]([Cl:18])=[CH:16][CH:15]=[CH:14][CH:13]=2)[C:10]([C:19]([O:21][CH3:22])=[O:20])=[C:9]([CH3:23])[NH:8][C:7]=1[CH2:24][O:25][CH2:26][CH2:27][NH2:28])=[O:5].[CH3:37][C:36]1([CH3:38])[C@:29]2([CH2:39][S:40]([OH:43])(=[O:42])=[O:41])[C:30]([CH2:32][C@H:33]1[CH2:34][CH2:35]2)=[O:31]. Given the reactants [CH3:1][CH2:2][O:3][C:4]([C:6]1[CH:11]([C:12]2[CH:13]=[CH:14][CH:15]=[CH:16][C:17]=2[Cl:18])[C:10]([C:19]([O:21][CH3:22])=[O:20])=[C:9]([CH3:23])[NH:8][C:7]=1[CH2:24][O:25][CH2:26][CH2:27][NH2:28])=[O:5].[C@@:29]12([CH2:39][S:40]([OH:43])(=[O:42])=[O:41])[C:36]([CH3:38])([CH3:37])[CH:33]([CH2:34][CH2:35]1)[CH2:32][C:30]2=[O:31], predict the reaction product.